Dataset: Reaction yield outcomes from USPTO patents with 853,638 reactions. Task: Predict the reaction yield, written as a fraction of the theoretical maximum amount of product (1.0 means a 100% yield; for example, 0.34 means a 34% yield). The catalyst is ClCCl. The product is [CH3:2][O:3][C:4](=[O:10])[C@H:5]([C@@H:7]([CH3:9])[OH:8])[NH:6][C:18](=[O:19])[C:17]1[CH:16]=[CH:15][C:14]([N+:11]([O-:13])=[O:12])=[CH:22][CH:21]=1. The yield is 0.940. The reactants are Cl.[CH3:2][O:3][C:4](=[O:10])[C@H:5]([C@@H:7]([CH3:9])[OH:8])[NH2:6].[N+:11]([C:14]1[CH:22]=[CH:21][C:17]([C:18](O)=[O:19])=[CH:16][CH:15]=1)([O-:13])=[O:12].CCN=C=NCCCN(C)C.Cl.C1C=CC2N(O)N=NC=2C=1.C(N(CC)C(C)C)(C)C.